From a dataset of Forward reaction prediction with 1.9M reactions from USPTO patents (1976-2016). Predict the product of the given reaction. (1) The product is: [CH2:23]([C:9]1[C:8]([CH2:7][C:6]([OH:5])=[O:25])=[C:12]([CH2:13][CH3:14])[N:11]([CH2:15][C:16]2[CH:17]=[CH:18][C:19]([NH:22][C:32](=[O:33])[C:31]3[CH:35]=[CH:36][C:28]([C:27]([F:26])([F:37])[F:38])=[CH:29][CH:30]=3)=[CH:20][CH:21]=2)[N:10]=1)[CH3:24]. Given the reactants C([O:5][C:6](=[O:25])[CH2:7][C:8]1[C:9]([CH2:23][CH3:24])=[N:10][N:11]([CH2:15][C:16]2[CH:21]=[CH:20][C:19]([NH2:22])=[CH:18][CH:17]=2)[C:12]=1[CH2:13][CH3:14])(C)(C)C.[F:26][C:27]([F:38])([F:37])[C:28]1[CH:36]=[CH:35][C:31]([C:32](O)=[O:33])=[CH:30][CH:29]=1.C(N(C(C)C)CC)(C)C.CN(C(ON1N=NC2C=CC=CC1=2)=[N+](C)C)C.[B-](F)(F)(F)F.C([O-])([O-])=O.[K+].[K+], predict the reaction product. (2) The product is: [S:11]1[C:12]2[CH:18]=[CH:17][CH:16]=[CH:15][C:13]=2[N:14]=[C:10]1[C:7]1[CH:6]=[CH:5][C:4]([NH:22][CH3:21])=[N:9][CH:8]=1. Given the reactants C(O[C:4]1[N:9]=[CH:8][C:7]([C:10]2[S:11][C:12]3[CH:18]=[C:17](OC)[CH:16]=[CH:15][C:13]=3[N:14]=2)=[CH:6][CH:5]=1)C.[CH3:21][N:22](C)C1N=CC(C2SC3C=C(O)C=CC=3N=2)=CN=1.C([O-])(O)=O.[Na+], predict the reaction product.